From a dataset of Forward reaction prediction with 1.9M reactions from USPTO patents (1976-2016). Predict the product of the given reaction. (1) Given the reactants CN(C)CCN(C)C.[C:9]1([Mg]Br)[CH:14]=[CH:13][CH:12]=[CH:11][CH:10]=1.[O-]S(C(F)(F)F)(=O)=O.C([B+]CCCC)CCC.[CH3:34][S:35]([C:38]1[CH:43]=[CH:42][C:41](/[CH:44]=[CH:45]/[C:46]([N:48]2[C@@H:52]([C:53]3[CH:58]=[CH:57][CH:56]=[CH:55][CH:54]=3)[C@@H:51]([CH3:59])[N:50]([CH3:60])[C:49]2=[O:61])=[O:47])=[CH:40][CH:39]=1)(=[O:37])=[O:36], predict the reaction product. The product is: [CH3:34][S:35]([C:38]1[CH:39]=[CH:40][C:41]([C@H:44]([C:9]2[CH:14]=[CH:13][CH:12]=[CH:11][CH:10]=2)[CH2:45][C:46]([N:48]2[C@@H:52]([C:53]3[CH:58]=[CH:57][CH:56]=[CH:55][CH:54]=3)[C@@H:51]([CH3:59])[N:50]([CH3:60])[C:49]2=[O:61])=[O:47])=[CH:42][CH:43]=1)(=[O:36])=[O:37]. (2) Given the reactants Br.Br.[NH2:3][CH2:4][C:5]1[CH:19]=[CH:18][C:8]([C:9]([NH:11][C:12]2[CH:13]=[N:14][CH:15]=[CH:16][CH:17]=2)=[O:10])=[CH:7][CH:6]=1, predict the reaction product. The product is: [NH2:3][CH2:4][C:5]1[CH:6]=[CH:7][C:8]([C:9]([NH:11][C:12]2[CH:13]=[N:14][CH:15]=[CH:16][CH:17]=2)=[O:10])=[CH:18][CH:19]=1. (3) The product is: [Cl:1][C:2]1[C:7]([CH2:8][CH2:9][CH3:10])=[C:6]([F:11])[CH:5]=[CH:4][C:3]=1[CH:12]=[O:13]. Given the reactants [Cl:1][C:2]1[C:7]([CH2:8][CH2:9][CH3:10])=[C:6]([F:11])[CH:5]=[CH:4][C:3]=1[CH:12](OC)[O:13]C.O.C(OCC)(=O)C, predict the reaction product.